The task is: Regression. Given two drug SMILES strings and cell line genomic features, predict the synergy score measuring deviation from expected non-interaction effect.. This data is from NCI-60 drug combinations with 297,098 pairs across 59 cell lines. (1) Drug 1: C1=CC=C(C(=C1)C(C2=CC=C(C=C2)Cl)C(Cl)Cl)Cl. Drug 2: N.N.Cl[Pt+2]Cl. Cell line: CCRF-CEM. Synergy scores: CSS=42.1, Synergy_ZIP=-0.172, Synergy_Bliss=0.122, Synergy_Loewe=-30.0, Synergy_HSA=-0.401. (2) Drug 1: CN(CC1=CN=C2C(=N1)C(=NC(=N2)N)N)C3=CC=C(C=C3)C(=O)NC(CCC(=O)O)C(=O)O. Drug 2: C1C(C(OC1N2C=NC(=NC2=O)N)CO)O. Cell line: CAKI-1. Synergy scores: CSS=26.7, Synergy_ZIP=3.93, Synergy_Bliss=0.000776, Synergy_Loewe=-7.91, Synergy_HSA=-7.74. (3) Drug 1: C1=NC2=C(N=C(N=C2N1C3C(C(C(O3)CO)O)F)Cl)N. Drug 2: C1C(C(OC1N2C=NC(=NC2=O)N)CO)O. Cell line: NCI-H522. Synergy scores: CSS=13.5, Synergy_ZIP=-6.46, Synergy_Bliss=1.79, Synergy_Loewe=0.296, Synergy_HSA=2.68. (4) Drug 1: CC1=CC=C(C=C1)C2=CC(=NN2C3=CC=C(C=C3)S(=O)(=O)N)C(F)(F)F. Drug 2: C1=CC=C(C=C1)NC(=O)CCCCCCC(=O)NO. Cell line: COLO 205. Synergy scores: CSS=6.63, Synergy_ZIP=-1.57, Synergy_Bliss=0.196, Synergy_Loewe=-6.09, Synergy_HSA=-0.700. (5) Drug 1: CN1C2=C(C=C(C=C2)N(CCCl)CCCl)N=C1CCCC(=O)O.Cl. Drug 2: CC(C)(C#N)C1=CC(=CC(=C1)CN2C=NC=N2)C(C)(C)C#N. Cell line: SF-295. Synergy scores: CSS=-1.18, Synergy_ZIP=-0.211, Synergy_Bliss=0.497, Synergy_Loewe=-4.50, Synergy_HSA=-2.60.